This data is from Forward reaction prediction with 1.9M reactions from USPTO patents (1976-2016). The task is: Predict the product of the given reaction. (1) Given the reactants [Cl:1][C:2]1[CH:7]=[C:6]([C:8]2[N:12]([CH2:13][C:14]([O:16]CC3C=CC=CC=3)=[O:15])[C:11]([CH3:24])=[C:10]([CH2:25][C:26]3[CH:31]=[CH:30][CH:29]=[CH:28][C:27]=3[S:32]([C:35]3[CH:40]=[CH:39][CH:38]=[CH:37][CH:36]=3)(=[O:34])=[O:33])[CH:9]=2)[CH:5]=[CH:4][N:3]=1.CO.O.[OH-].[Na+], predict the reaction product. The product is: [Cl:1][C:2]1[CH:7]=[C:6]([C:8]2[N:12]([CH2:13][C:14]([OH:16])=[O:15])[C:11]([CH3:24])=[C:10]([CH2:25][C:26]3[CH:31]=[CH:30][CH:29]=[CH:28][C:27]=3[S:32]([C:35]3[CH:40]=[CH:39][CH:38]=[CH:37][CH:36]=3)(=[O:33])=[O:34])[CH:9]=2)[CH:5]=[CH:4][N:3]=1. (2) Given the reactants Cl[C:2]1[N:10]=[CH:9][C:8]([F:11])=[CH:7][C:3]=1[C:4]([OH:6])=[O:5].[F:12][C:13]1[CH:18]=[CH:17][C:16]([OH:19])=[CH:15][CH:14]=1.[C:20](=O)([O-])[O-].[K+].[K+], predict the reaction product. The product is: [F:11][C:8]1[CH:9]=[N:10][C:2]([O:19][C:16]2[CH:17]=[CH:18][C:13]([F:12])=[CH:14][CH:15]=2)=[C:3]([CH:7]=1)[C:4]([O:6][CH3:20])=[O:5]. (3) Given the reactants [CH2:1]([N:3]1[C:7]([C:8]2[CH:9]=[C:10]3[C:14](=[CH:15][CH:16]=2)[NH:13][C:12]([CH:17]2[CH2:22][CH2:21][NH:20][CH2:19][CH2:18]2)=[CH:11]3)=[CH:6][C:5]([C:23]([F:26])([F:25])[F:24])=[N:4]1)[CH3:2].[C:27](OC(=O)C)(=[O:29])[CH3:28], predict the reaction product. The product is: [CH2:1]([N:3]1[C:7]([C:8]2[CH:9]=[C:10]3[C:14](=[CH:15][CH:16]=2)[NH:13][C:12]([CH:17]2[CH2:18][CH2:19][N:20]([C:27](=[O:29])[CH3:28])[CH2:21][CH2:22]2)=[CH:11]3)=[CH:6][C:5]([C:23]([F:25])([F:26])[F:24])=[N:4]1)[CH3:2]. (4) The product is: [C:12]1([C:21]2[CH:22]=[CH:23][CH:24]=[CH:25][CH:26]=2)[CH:13]=[CH:14][CH:15]=[CH:16][C:17]=1[C:2]1[C:7]([CH3:8])=[CH:6][C:5]([N+:9]([O-:11])=[O:10])=[CH:4][N:3]=1. Given the reactants Br[C:2]1[C:7]([CH3:8])=[CH:6][C:5]([N+:9]([O-:11])=[O:10])=[CH:4][N:3]=1.[C:12]1([C:21]2[CH:26]=[CH:25][CH:24]=[CH:23][CH:22]=2)[C:13](B(O)O)=[CH:14][CH:15]=[CH:16][CH:17]=1, predict the reaction product. (5) Given the reactants ClC([N:4]([C@@H:21]([C:23]1[C:32]2[C:27](=[CH:28][CH:29]=[CH:30][CH:31]=2)[CH:26]=[CH:25][CH:24]=1)[CH3:22])[C@@H:5]1[CH2:10][CH2:9][CH2:8][N:7]([C:11]([O:13][CH2:14][C:15]2[CH:20]=[CH:19][CH:18]=[CH:17][CH:16]=2)=[O:12])[CH2:6]1)=O.O, predict the reaction product. The product is: [C:23]1([C@H:21]([NH:4][C@@H:5]2[CH2:10][CH2:9][CH2:8][N:7]([C:11]([O:13][CH2:14][C:15]3[CH:20]=[CH:19][CH:18]=[CH:17][CH:16]=3)=[O:12])[CH2:6]2)[CH3:22])[C:32]2[C:27](=[CH:28][CH:29]=[CH:30][CH:31]=2)[CH:26]=[CH:25][CH:24]=1.